From a dataset of Retrosynthesis with 50K atom-mapped reactions and 10 reaction types from USPTO. Predict the reactants needed to synthesize the given product. (1) The reactants are: Cc1ccc(CN2CC[C@@H](N3CC[C@H](c4ccc(OCc5ccccc5)cc4)C(F)C3)C2=O)cc1. Given the product Cc1ccc(CN2CCC(N3CC[C@H](c4ccc(O)cc4)[C@@H](F)C3)C2=O)cc1, predict the reactants needed to synthesize it. (2) Given the product FC(F)(F)c1ccccc1OC1CN2CCC1CC2, predict the reactants needed to synthesize it. The reactants are: Fc1ccccc1C(F)(F)F.OC1CN2CCC1CC2. (3) Given the product CN1CCN(CCCN(C)C(=O)Cn2c(-c3cccc(Cl)c3)nc3cccnc32)CC1, predict the reactants needed to synthesize it. The reactants are: CNCCCN1CCN(C)CC1.O=C(O)Cn1c(-c2cccc(Cl)c2)nc2cccnc21. (4) Given the product CC(C)(C)OC(=O)N1CCC(c2ccc(Cn3ccc4cc(S(C)(=O)=O)cc(N)c43)nc2)CC1, predict the reactants needed to synthesize it. The reactants are: CC(C)(C)OC(=O)N1CCC(c2ccc(Cn3ccc4cc(S(C)(=O)=O)cc([N+](=O)[O-])c43)nc2)CC1.